Predict the reaction yield, written as a fraction of the theoretical maximum amount of product (1.0 means a 100% yield; for example, 0.34 means a 34% yield). From a dataset of Reaction yield outcomes from USPTO patents with 853,638 reactions. (1) The reactants are [O:1]1[C:5]2[CH:6]=[CH:7][CH:8]=[CH:9][C:4]=2[CH2:3][CH:2]1[CH:10]1[CH2:15][CH2:14][N:13]([C:16](=[O:21])[C:17]([F:20])([F:19])[F:18])[CH2:12][CH2:11]1.[Br:22]N1C(=O)CCC1=O. No catalyst specified. The product is [Br:22][C:8]1[CH:7]=[CH:6][C:5]2[O:1][CH:2]([CH:10]3[CH2:15][CH2:14][N:13]([C:16](=[O:21])[C:17]([F:19])([F:18])[F:20])[CH2:12][CH2:11]3)[CH2:3][C:4]=2[CH:9]=1. The yield is 0.610. (2) The reactants are [NH2:1][C:2]1[CH:9]=[CH:8][C:5]([C:6]#[N:7])=[CH:4][C:3]=1[NH:10][C:11]1[CH:16]=[CH:15][C:14]([CH3:17])=[C:13]([CH3:18])[CH:12]=1.Cl.[CH:20](OCC)(OCC)OCC. No catalyst specified. The product is [CH3:18][C:13]1[CH:12]=[C:11]([N:10]2[C:3]3[CH:4]=[C:5]([C:6]#[N:7])[CH:8]=[CH:9][C:2]=3[N:1]=[CH:20]2)[CH:16]=[CH:15][C:14]=1[CH3:17]. The yield is 0.990. (3) The reactants are [C:1]([O:5][C:6]([N:8]1[CH2:14][CH2:13][C:12]2[CH:15]=[C:16]([O:20][CH3:21])[C:17]([NH2:19])=[CH:18][C:11]=2[CH2:10][CH2:9]1)=[O:7])([CH3:4])([CH3:3])[CH3:2].[Cl:22][C:23]1[C:24]([O:34][CH3:35])=[C:25]([S:30](Cl)(=[O:32])=[O:31])[CH:26]=[C:27]([Cl:29])[CH:28]=1.CO.O. The catalyst is N1C=CC=CC=1. The product is [C:1]([O:5][C:6]([N:8]1[CH2:9][CH2:10][C:11]2[CH:18]=[C:17]([NH:19][S:30]([C:25]3[CH:26]=[C:27]([Cl:29])[CH:28]=[C:23]([Cl:22])[C:24]=3[O:34][CH3:35])(=[O:31])=[O:32])[C:16]([O:20][CH3:21])=[CH:15][C:12]=2[CH2:13][CH2:14]1)=[O:7])([CH3:4])([CH3:3])[CH3:2]. The yield is 0.870. (4) The reactants are [CH2:1]([C:3]([CH2:10][S:11][C:12]1[CH:17]=[CH:16][CH:15]=[CH:14][C:13]=1[CH2:18][OH:19])([CH:6]=[CH:7][CH2:8][CH3:9])[CH:4]=[O:5])[CH3:2].[Cr](Cl)([O-])(=O)=O.[NH+]1C=CC=CC=1. The catalyst is C(Cl)Cl. The product is [CH2:1]([C:3]([CH2:10][S:11][C:12]1[CH:17]=[CH:16][CH:15]=[CH:14][C:13]=1[CH:18]=[O:19])([CH:6]=[CH:7][CH2:8][CH3:9])[CH:4]=[O:5])[CH3:2]. The yield is 0.660. (5) The yield is 0.590. The product is [OH:61][C:54]1[C:53]([CH2:52][NH:51][C:4](=[O:6])[C:3]2[CH:7]=[CH:8][C:9]([C@@H:11]([O:13][C:14]3[CH:19]=[CH:18][CH:17]=[CH:16][CH:15]=3)[CH3:12])=[CH:10][C:2]=2[CH3:1])=[C:58]([CH3:59])[CH:57]=[C:56]([CH3:60])[N:55]=1. The reactants are [CH3:1][C:2]1[CH:10]=[C:9]([C@@H:11]([O:13][C:14]2[CH:19]=[CH:18][CH:17]=[CH:16][CH:15]=2)[CH3:12])[CH:8]=[CH:7][C:3]=1[C:4]([OH:6])=O.F[P-](F)(F)(F)(F)F.N1(OC(N(C)C)=[N+](C)C)C2N=CC=CC=2N=N1.C(N(CC)CC)C.[NH2:51][CH2:52][C:53]1[C:54]([OH:61])=[N:55][C:56]([CH3:60])=[CH:57][C:58]=1[CH3:59]. The catalyst is ClCCl.O.